This data is from Reaction yield outcomes from USPTO patents with 853,638 reactions. The task is: Predict the reaction yield, written as a fraction of the theoretical maximum amount of product (1.0 means a 100% yield; for example, 0.34 means a 34% yield). (1) The reactants are [C:1]([O:5][C:6]([NH:8][C@@H:9]([CH2:15][CH2:16][C:17](=[O:21])[CH:18]=[N+]=[N-])[C:10]([O:12][CH2:13][CH3:14])=[O:11])=[O:7])([CH3:4])([CH3:3])[CH3:2]. The catalyst is C(Cl)Cl. The product is [O:21]=[C:17]1[CH2:18][N:8]([C:6]([O:5][C:1]([CH3:4])([CH3:3])[CH3:2])=[O:7])[C@H:9]([C:10]([O:12][CH2:13][CH3:14])=[O:11])[CH2:15][CH2:16]1. The yield is 0.550. (2) The reactants are [C:1]([O:5][C:6]([N:8]1[CH2:16][C:15]2[C:10](=[CH:11][CH:12]=[C:13]([C:17]3[CH2:18][CH2:19][O:20][CH2:21][CH:22]=3)[CH:14]=2)[CH2:9]1)=[O:7])([CH3:4])([CH3:3])[CH3:2].C([O-])=O.[NH4+]. The catalyst is CO.[Pd]. The product is [C:1]([O:5][C:6]([N:8]1[CH2:16][C:15]2[C:10](=[CH:11][CH:12]=[C:13]([CH:17]3[CH2:18][CH2:19][O:20][CH2:21][CH2:22]3)[CH:14]=2)[CH2:9]1)=[O:7])([CH3:4])([CH3:2])[CH3:3]. The yield is 0.920. (3) The reactants are [F:1][C:2]1[CH:7]=[CH:6][CH:5]=[CH:4][CH:3]=1.[Cl-].[Cl-].[Cl-].[Al+3].[C:12]1(=[O:18])[O:17][C:15](=[O:16])[CH2:14][CH2:13]1. The catalyst is C(Cl)Cl. The product is [F:1][C:2]1[CH:7]=[CH:6][C:5]([C:12](=[O:18])[CH2:13][CH2:14][C:15]([OH:17])=[O:16])=[CH:4][CH:3]=1. The yield is 0.596.